From a dataset of Forward reaction prediction with 1.9M reactions from USPTO patents (1976-2016). Predict the product of the given reaction. Given the reactants Cl[C:2]1[CH:3]=[C:4]([NH:10][C:11]2[CH:16]=[CH:15][N:14]=[C:13]([CH3:17])[N:12]=2)[C:5]([O:8][CH3:9])=[N:6][CH:7]=1.[C:18]([O:21][CH2:22][C:23]1[C:24]([N:32]2[CH2:43][CH2:42][N:41]3[C:34](=[CH:35][C:36]4[CH2:37][C:38]([CH3:45])([CH3:44])[CH2:39][C:40]=43)[C:33]2=[O:46])=[N:25][CH:26]=[CH:27][C:28]=1B(O)O)(=[O:20])[CH3:19].C1(P(C2CCCCC2)C2CCCCC2)CCCCC1.C([O-])([O-])=O.[Cs+].[Cs+], predict the reaction product. The product is: [C:18]([O:21][CH2:22][C:23]1[C:24]([N:32]2[CH2:43][CH2:42][N:41]3[C:34](=[CH:35][C:36]4[CH2:37][C:38]([CH3:45])([CH3:44])[CH2:39][C:40]=43)[C:33]2=[O:46])=[N:25][CH:26]=[CH:27][C:28]=1[C:2]1[CH:7]=[N:6][C:5]([O:8][CH3:9])=[C:4]([NH:10][C:11]2[CH:16]=[CH:15][N:14]=[C:13]([CH3:17])[N:12]=2)[CH:3]=1)(=[O:20])[CH3:19].